From a dataset of Forward reaction prediction with 1.9M reactions from USPTO patents (1976-2016). Predict the product of the given reaction. (1) Given the reactants C(OC(=O)[NH:7][C:8]1[CH:13]=[CH:12][C:11]([I:14])=[CH:10][C:9]=1[NH:15][C:16](=[O:28])[CH2:17][C:18]([C:20]1[CH:25]=[CH:24][CH:23]=[C:22]([C:26]#[N:27])[CH:21]=1)=O)(C)(C)C.C(O)(C(F)(F)F)=O, predict the reaction product. The product is: [I:14][C:11]1[CH:12]=[CH:13][C:8]2[N:7]=[C:18]([C:20]3[CH:21]=[C:22]([CH:23]=[CH:24][CH:25]=3)[C:26]#[N:27])[CH2:17][C:16](=[O:28])[NH:15][C:9]=2[CH:10]=1. (2) Given the reactants [CH2:1]([C:5]1[N:6]=[C:7]([CH3:27])[NH:8][C:9](=[O:26])[C:10]=1[CH2:11][C:12]1[CH:17]=[CH:16][C:15]([C:18]2[C:19]([C:24]#[N:25])=[CH:20][CH:21]=[CH:22][CH:23]=2)=[CH:14][CH:13]=1)[CH2:2][CH2:3][CH3:4].C(=O)([O-])[O-].[Cs+].[Cs+].Cl[CH2:35][C:36]1[N:40](C(OC(C)(C)C)=O)[C:39]2[CH:48]=[CH:49][CH:50]=[CH:51][C:38]=2[N:37]=1.[I-].[K+], predict the reaction product. The product is: [NH:37]1[C:38]2[CH:51]=[CH:50][CH:49]=[CH:48][C:39]=2[N:40]=[C:36]1[CH2:35][N:8]1[C:9](=[O:26])[C:10]([CH2:11][C:12]2[CH:17]=[CH:16][C:15]([C:18]3[C:19]([C:24]#[N:25])=[CH:20][CH:21]=[CH:22][CH:23]=3)=[CH:14][CH:13]=2)=[C:5]([CH2:1][CH2:2][CH2:3][CH3:4])[N:6]=[C:7]1[CH3:27]. (3) Given the reactants Cl.[CH3:2][CH:3]([NH:12][C:13](=[O:15])[CH3:14])[CH2:4][CH2:5][CH:6]1[CH2:11][CH2:10][NH:9][CH2:8][CH2:7]1.Cl[C:17]1[O:18][C:19]2[CH:25]=[C:24]([OH:26])[CH:23]=[CH:22][C:20]=2[N:21]=1.C(N(CC)C(C)C)(C)C, predict the reaction product. The product is: [OH:26][C:24]1[CH:23]=[CH:22][C:20]2[N:21]=[C:17]([N:9]3[CH2:8][CH2:7][CH:6]([CH2:5][CH2:4][CH:3]([NH:12][C:13](=[O:15])[CH3:14])[CH3:2])[CH2:11][CH2:10]3)[O:18][C:19]=2[CH:25]=1. (4) Given the reactants [CH3:1][N:2]1[CH:6]=[C:5]([CH3:7])[CH:4]=[C:3]1[C:8]([O:10][CH2:11][CH3:12])=[O:9].[Br:13]N1C(=O)CCC1=O, predict the reaction product. The product is: [Br:13][C:6]1[N:2]([CH3:1])[C:3]([C:8]([O:10][CH2:11][CH3:12])=[O:9])=[CH:4][C:5]=1[CH3:7]. (5) Given the reactants [Al+3].[Cl-].[Cl-].[Cl-].[NH2:5][C:6]1[CH:7]=[C:8]([CH:10]=[CH:11][C:12]=1[CH3:13])[NH2:9].COC(=O)[C:17]1[CH:22]=[CH:21][C:20](C)=[CH:19][C:18]=1[CH2:24][N:25]1[CH2:30][CH2:29][NH:28][CH2:27][CH2:26]1.[C:32](C(C(C([O-])=O)O)O)([O-])=[O:33].[Na+].[K+].[C:44]([O-])(O)=O.[Na+], predict the reaction product. The product is: [NH2:5][C:6]1[CH:7]=[C:8]([NH:9][C:32](=[O:33])[C:21]2[CH:22]=[CH:17][C:18]([CH2:24][N:25]3[CH2:26][CH2:27][N:28]([CH3:44])[CH2:29][CH2:30]3)=[CH:19][CH:20]=2)[CH:10]=[CH:11][C:12]=1[CH3:13]. (6) Given the reactants [CH3:1][O:2][C:3]1[C:4]([C:23]2[CH:28]=[CH:27][CH:26]=[CH:25][C:24]=2[O:29][CH3:30])=[CH:5][C:6]2[C:12]([C:13]3[CH:14]=[C:15]([CH:18]=[CH:19][CH:20]=3)[C:16]#[N:17])=[N:11][CH2:10][C:9](=[O:21])[NH:8][C:7]=2[CH:22]=1.[CH2:31](I)[CH2:32][CH3:33], predict the reaction product. The product is: [CH3:1][O:2][C:3]1[C:4]([C:23]2[CH:28]=[CH:27][CH:26]=[CH:25][C:24]=2[O:29][CH3:30])=[CH:5][C:6]2[C:12]([C:13]3[CH:14]=[C:15]([CH:18]=[CH:19][CH:20]=3)[C:16]#[N:17])=[N:11][CH2:10][C:9](=[O:21])[N:8]([CH2:31][CH2:32][CH3:33])[C:7]=2[CH:22]=1.